This data is from Forward reaction prediction with 1.9M reactions from USPTO patents (1976-2016). The task is: Predict the product of the given reaction. (1) The product is: [C:30]([NH:33][CH2:34][CH2:35][NH:36][C:22](=[O:23])[C:21]1[CH:25]=[CH:26][CH:27]=[C:19]([C:10]2[C:11]3[C:6](=[CH:5][C:4]([O:3][CH3:2])=[C:13]4[O:14][C:15]([CH3:18])([CH3:17])[CH2:16][C:12]4=3)[CH2:7][C:8]([CH3:29])([CH3:28])[N:9]=2)[CH:20]=1)(=[O:32])[CH3:31]. Given the reactants Cl.[CH3:2][O:3][C:4]1[CH:5]=[C:6]2[C:11](=[C:12]3[CH2:16][C:15]([CH3:18])([CH3:17])[O:14][C:13]=13)[C:10]([C:19]1[CH:20]=[C:21]([CH:25]=[CH:26][CH:27]=1)[C:22](O)=[O:23])=[N:9][C:8]([CH3:29])([CH3:28])[CH2:7]2.[C:30]([NH:33][CH2:34][CH2:35][NH2:36])(=[O:32])[CH3:31].O.ON1C2C=CC=CC=2N=N1.C(N(CC)CC)C.Cl.C(N=C=NCCCN(C)C)C, predict the reaction product. (2) Given the reactants C[O:2][C:3]([C@@H:5]1[CH2:10][N:9]([C:11](=[O:21])[NH:12][C:13]2[CH:18]=[CH:17][C:16]([Cl:19])=[C:15]([Cl:20])[CH:14]=2)[CH:8]([CH3:22])[C:7](=[O:23])[N:6]1[CH2:24][CH2:25][CH2:26][C:27]([N:29]1[CH2:36][CH2:35][C:32]2([CH2:34][CH2:33]2)[C@H:31]([OH:37])[CH2:30]1)=[O:28])=[O:4].O.[OH-].[Li+], predict the reaction product. The product is: [Cl:20][C:15]1[CH:14]=[C:13]([NH:12][C:11]([N:9]2[C@@H:8]([CH3:22])[C:7](=[O:23])[N:6]([CH2:24][CH2:25][CH2:26][C:27]([N:29]3[CH2:36][CH2:35][C:32]4([CH2:33][CH2:34]4)[C@H:31]([OH:37])[CH2:30]3)=[O:28])[CH:5]([C:3]([OH:4])=[O:2])[CH2:10]2)=[O:21])[CH:18]=[CH:17][C:16]=1[Cl:19]. (3) Given the reactants FC1C=C([C:12]2[N:17]=[C:16]3[N:18]([CH2:21][C:22]4[CH:23]=[C:24]5[C:29](=[CH:30][CH:31]=4)[N:28]=[CH:27][CH:26]=[CH:25]5)[N:19]=[N:20][C:15]3=[CH:14][CH:13]=2)C=CC=1C(NC)=O.[F:32][C:33]1[CH:38]=[CH:37][C:36](B2OC(C)(C)C(C)(C)O2)=[CH:35][C:34]=1[C:48]([O:50][CH3:51])=[O:49].C([O-])(=O)C.[K+], predict the reaction product. The product is: [CH3:51][O:50][C:48](=[O:49])[C:34]1[CH:35]=[C:36]([C:12]2[N:17]=[C:16]3[N:18]([CH2:21][C:22]4[CH:23]=[C:24]5[C:29](=[CH:30][CH:31]=4)[N:28]=[CH:27][CH:26]=[CH:25]5)[N:19]=[N:20][C:15]3=[CH:14][CH:13]=2)[CH:37]=[CH:38][C:33]=1[F:32]. (4) Given the reactants [Cl:1][C:2]1[CH:7]=[C:6]([CH2:8][O:9][C:10]2([C:13]([N:15]3C4C(=CC=CC=4)N(C4CC4)CC3)=[O:14])[CH2:12][CH2:11]2)[C:5]([Cl:28])=[CH:4][C:3]=1[CH2:29][CH2:30][C:31]([OH:33])=O.[CH3:34][NH:35][CH2:36][C@H:37]([OH:46])[C@@H:38]([OH:45])[C@H:39]([OH:44])[C@H:40]([OH:43])[CH2:41][OH:42].CN(C(ON1N=N[C:57]2[CH:58]=CC=N[C:56]1=2)=[N+](C)C)C.F[P-](F)(F)(F)(F)F.[CH3:71][CH2:72][N:73]([CH:77]([CH3:79])[CH3:78])[CH:74]([CH3:76])[CH3:75], predict the reaction product. The product is: [Cl:1][C:2]1[CH:7]=[C:6]([CH2:8][O:9][C:10]2([C:13]([N:15]3[C:76]4[C:74](=[CH:75][CH:56]=[CH:57][CH:58]=4)[N:73]([CH:77]4[CH2:79][CH2:78]4)[CH2:72][CH2:71]3)=[O:14])[CH2:11][CH2:12]2)[C:5]([Cl:28])=[CH:4][C:3]=1[CH2:29][CH2:30][C:31]([N:35]([CH3:34])[CH2:36][C@H:37]([OH:46])[C@@H:38]([OH:45])[C@H:39]([OH:44])[C@H:40]([OH:43])[CH2:41][OH:42])=[O:33].